This data is from Reaction yield outcomes from USPTO patents with 853,638 reactions. The task is: Predict the reaction yield, written as a fraction of the theoretical maximum amount of product (1.0 means a 100% yield; for example, 0.34 means a 34% yield). (1) The reactants are [NH2:1][C:2]1[S:3][CH:4]=[C:5]([C:7]([CH3:10])([CH3:9])[CH3:8])[N:6]=1.[Br:11]N1C(=O)CCC1=O.CCCCCC. The catalyst is C(Cl)(Cl)(Cl)Cl. The product is [NH2:1][C:2]1[S:3][C:4]([Br:11])=[C:5]([C:7]([CH3:10])([CH3:9])[CH3:8])[N:6]=1. The yield is 0.937. (2) The reactants are Br[C:2]1[CH:6]=[CH:5][S:4][CH:3]=1.[CH3:7][NH:8][CH:9]=[O:10]. The catalyst is [Cu]I. The product is [CH3:7][N:8]([C:2]1[CH:6]=[CH:5][S:4][CH:3]=1)[CH:9]=[O:10]. The yield is 0.810. (3) The reactants are [CH3:1][O:2][C:3]1[CH:27]=[C:26]([O:28][CH3:29])[CH:25]=[CH:24][C:4]=1[CH2:5][N:6]([C:19]1[S:23][N:22]=[CH:21][N:20]=1)[S:7]([C:10]1[CH:15]=[C:14]([F:16])[C:13](F)=[CH:12][C:11]=1[F:18])(=[O:9])=[O:8].[CH3:30][N:31]1[C:35]([C@H:36]2[CH2:41][CH2:40][CH2:39][CH2:38][C@@H:37]2[OH:42])=[CH:34][CH:33]=[N:32]1.[H-].[Na+]. The catalyst is CS(C)=O. The product is [CH3:1][O:2][C:3]1[CH:27]=[C:26]([O:28][CH3:29])[CH:25]=[CH:24][C:4]=1[CH2:5][N:6]([C:19]1[S:23][N:22]=[CH:21][N:20]=1)[S:7]([C:10]1[CH:15]=[C:14]([F:16])[C:13]([O:42][C@H:37]2[CH2:38][CH2:39][CH2:40][CH2:41][C@@H:36]2[C:35]2[N:31]([CH3:30])[N:32]=[CH:33][CH:34]=2)=[CH:12][C:11]=1[F:18])(=[O:9])=[O:8]. The yield is 0.420. (4) The reactants are [F:1][C:2]([F:17])([F:16])[CH:3]([C:12]([F:15])([F:14])[F:13])[O:4][CH2:5][CH2:6][CH2:7][S:8](Cl)(=[O:10])=[O:9].[CH3:18][N:19]([CH2:21][CH2:22][CH2:23][NH2:24])[CH3:20]. The catalyst is C(Cl)(Cl)Cl. The product is [CH3:18][N:19]([CH3:20])[CH2:21][CH2:22][CH2:23][NH:24][S:8]([CH2:7][CH2:6][CH2:5][O:4][CH:3]([C:12]([F:15])([F:14])[F:13])[C:2]([F:17])([F:16])[F:1])(=[O:10])=[O:9]. The yield is 0.928. (5) The reactants are [F:1][C:2]([F:18])([F:17])[C:3]([N:5]1[CH2:13][C:12]2[C:7](=[CH:8][CH:9]=[C:10]([N+:14]([O-:16])=[O:15])[CH:11]=2)[CH2:6]1)=O. The catalyst is C1COCC1. The product is [N+:14]([C:10]1[CH:11]=[C:12]2[C:7](=[CH:8][CH:9]=1)[CH2:6][N:5]([CH2:3][C:2]([F:18])([F:1])[F:17])[CH2:13]2)([O-:16])=[O:15]. The yield is 0.740. (6) The reactants are Cl.Cl[CH2:3][C:4]1[CH:9]=[CH:8][CH:7]=[CH:6][N:5]=1.[CH3:10][C:11]1[CH:12]=[C:13]([CH2:33][CH:34]2[CH2:39][CH2:38][NH:37][CH2:36][CH2:35]2)[CH:14]=[C:15]2[C:19]=1[C:18](=[O:20])[N:17]([CH2:21][C:22]1[CH:27]=[CH:26][C:25]([O:28][C:29]([F:32])([F:31])[F:30])=[CH:24][CH:23]=1)[CH2:16]2.C(=O)([O-])[O-].[K+].[K+].C(#N)C. The catalyst is O. The product is [CH3:10][C:11]1[CH:12]=[C:13]([CH2:33][CH:34]2[CH2:35][CH2:36][N:37]([CH2:3][C:4]3[CH:9]=[CH:8][CH:7]=[CH:6][N:5]=3)[CH2:38][CH2:39]2)[CH:14]=[C:15]2[C:19]=1[C:18](=[O:20])[N:17]([CH2:21][C:22]1[CH:27]=[CH:26][C:25]([O:28][C:29]([F:31])([F:32])[F:30])=[CH:24][CH:23]=1)[CH2:16]2. The yield is 0.650. (7) The reactants are [N:1]1([C:7]([NH:9][C@@H:10]([CH2:14][S:15]([CH2:18][C:19]2[CH:24]=[CH:23][CH:22]=[CH:21][CH:20]=2)(=[O:17])=[O:16])[C:11]([OH:13])=O)=[O:8])[CH2:6][CH2:5][O:4][CH2:3][CH2:2]1.[F:25][C:26]([F:40])([F:39])[O:27][C:28]1[CH:33]=[CH:32][C:31]([NH:34][CH2:35][C@@H:36]([NH2:38])[CH3:37])=[CH:30][CH:29]=1.C(Cl)CCl.C1C=CC2N(O)N=NC=2C=1.CN1CCOCC1. The catalyst is C(Cl)Cl. The product is [CH3:37][C@H:36]([NH:38][C:11]([C@@H:10]([NH:9][C:7]([N:1]1[CH2:6][CH2:5][O:4][CH2:3][CH2:2]1)=[O:8])[CH2:14][S:15]([CH2:18][C:19]1[CH:24]=[CH:23][CH:22]=[CH:21][CH:20]=1)(=[O:17])=[O:16])=[O:13])[CH2:35][NH:34][C:31]1[CH:30]=[CH:29][C:28]([O:27][C:26]([F:25])([F:39])[F:40])=[CH:33][CH:32]=1. The yield is 0.310.